Dataset: Catalyst prediction with 721,799 reactions and 888 catalyst types from USPTO. Task: Predict which catalyst facilitates the given reaction. (1) Reactant: [CH2:1]([O:8][C:9]1[CH:14]=[CH:13][C:12]([C:15]2[CH:16]=[N:17][C:18]3[N:19]([N:22]=[CH:23][C:24]=3[C:25]#[N:26])[C:20]=2Cl)=[CH:11][CH:10]=1)[C:2]1[CH:7]=[CH:6][CH:5]=[CH:4][CH:3]=1.C(=O)([O-])[O-].[K+].[K+].[NH:33]1[CH2:38][CH2:37][O:36][CH2:35][CH2:34]1. Product: [CH2:1]([O:8][C:9]1[CH:14]=[CH:13][C:12]([C:15]2[CH:16]=[N:17][C:18]3[N:19]([N:22]=[CH:23][C:24]=3[C:25]#[N:26])[C:20]=2[N:33]2[CH2:38][CH2:37][O:36][CH2:35][CH2:34]2)=[CH:11][CH:10]=1)[C:2]1[CH:7]=[CH:6][CH:5]=[CH:4][CH:3]=1. The catalyst class is: 42. (2) Reactant: [CH2:1]([N:8]1[C:17]2[C:12](=[C:13]([N:19]3[CH2:24][CH2:23][NH:22][CH2:21][CH2:20]3)[CH:14]=[C:15]([Cl:18])[CH:16]=2)[C:11](=[O:25])[N:10]([CH2:26][C:27]2[CH:32]=[CH:31][CH:30]=[CH:29][C:28]=2[O:33]C)[C:9]1=[O:35])[C:2]1[CH:7]=[CH:6][CH:5]=[CH:4][CH:3]=1.B(Br)(Br)Br. Product: [CH2:1]([N:8]1[C:17]2[C:12](=[C:13]([N:19]3[CH2:20][CH2:21][NH:22][CH2:23][CH2:24]3)[CH:14]=[C:15]([Cl:18])[CH:16]=2)[C:11](=[O:25])[N:10]([CH2:26][C:27]2[CH:32]=[CH:31][CH:30]=[CH:29][C:28]=2[OH:33])[C:9]1=[O:35])[C:2]1[CH:7]=[CH:6][CH:5]=[CH:4][CH:3]=1. The catalyst class is: 2. (3) Reactant: [NH:1]1[CH:5]=[C:4]([CH2:6][N:7]2[CH:11]=[C:10]([C:12]([OH:14])=O)[CH:9]=[N:8]2)[N:3]=[N:2]1.C(N(C(C)C)CC)(C)C.F[B-](F)(F)F.N1(OC(N(C)C)=[N+](C)C)C2C=CC=CC=2N=N1.[CH2:46]1[C:54]2[C:49](=[CH:50][CH:51]=[CH:52][CH:53]=2)[CH2:48][CH:47]1[NH:55][C:56]1[N:57]=[CH:58][C:59]2[CH2:65][NH:64][CH2:63][CH2:62][C:60]=2[N:61]=1. Product: [CH2:46]1[C:54]2[C:49](=[CH:50][CH:51]=[CH:52][CH:53]=2)[CH2:48][CH:47]1[NH:55][C:56]1[N:57]=[CH:58][C:59]2[CH2:65][N:64]([C:12]([C:10]3[CH:9]=[N:8][N:7]([CH2:6][C:4]4[N:3]=[N:2][NH:1][CH:5]=4)[CH:11]=3)=[O:14])[CH2:63][CH2:62][C:60]=2[N:61]=1. The catalyst class is: 16. (4) The catalyst class is: 2. Reactant: C(OC(=O)[NH:7][C@H:8]1[CH2:13][CH2:12][C@@H:11]([NH:14][C:15](=[O:24])[C:16]2[CH:21]=[CH:20][C:19]([F:22])=[C:18]([F:23])[CH:17]=2)[CH2:10][CH2:9]1)(C)(C)C.C(O)(C(F)(F)F)=O. Product: [NH2:7][C@@H:8]1[CH2:9][CH2:10][C@H:11]([NH:14][C:15](=[O:24])[C:16]2[CH:21]=[CH:20][C:19]([F:22])=[C:18]([F:23])[CH:17]=2)[CH2:12][CH2:13]1.